From a dataset of Catalyst prediction with 721,799 reactions and 888 catalyst types from USPTO. Predict which catalyst facilitates the given reaction. (1) Reactant: [Si:1]([O:8][C:9]1[CH:10]=[C:11]2[C:15](=[CH:16][CH:17]=1)[N:14]([CH:18]1[CH2:23][CH2:22][CH2:21][CH2:20][O:19]1)[N:13]=[C:12]2[CH2:24][OH:25])([C:4]([CH3:7])([CH3:6])[CH3:5])([CH3:3])[CH3:2]. Product: [Si:1]([O:8][C:9]1[CH:10]=[C:11]2[C:15](=[CH:16][CH:17]=1)[N:14]([CH:18]1[CH2:23][CH2:22][CH2:21][CH2:20][O:19]1)[N:13]=[C:12]2[CH:24]=[O:25])([C:4]([CH3:7])([CH3:5])[CH3:6])([CH3:2])[CH3:3]. The catalyst class is: 704. (2) Reactant: Cl.Cl.[NH:3]1[CH2:8][CH2:7][CH:6]([C:9]2[N:13]=[C:12]([C:14]3[CH:19]=[CH:18][CH:17]=[CH:16][N:15]=3)[NH:11][N:10]=2)[CH2:5][CH2:4]1.[O:20]=[C:21]1[C:30]2[N:29]=[C:28]([C:31]3[CH:38]=[CH:37][C:34]([CH:35]=O)=[CH:33][CH:32]=3)[C:27]([C:39]3[CH:44]=[CH:43][CH:42]=[CH:41][CH:40]=3)=[CH:26][C:25]=2[CH:24]=[CH:23][NH:22]1.C(N(CC)CC)C.C(O)(=O)C.C(O[BH-](OC(=O)C)OC(=O)C)(=O)C.[Na+]. Product: [C:39]1([C:27]2[C:28]([C:31]3[CH:32]=[CH:33][C:34]([CH2:35][N:3]4[CH2:8][CH2:7][CH:6]([C:9]5[N:13]=[C:12]([C:14]6[CH:19]=[CH:18][CH:17]=[CH:16][N:15]=6)[NH:11][N:10]=5)[CH2:5][CH2:4]4)=[CH:37][CH:38]=3)=[N:29][C:30]3[C:21](=[O:20])[NH:22][CH:23]=[CH:24][C:25]=3[CH:26]=2)[CH:44]=[CH:43][CH:42]=[CH:41][CH:40]=1. The catalyst class is: 121.